From a dataset of Catalyst prediction with 721,799 reactions and 888 catalyst types from USPTO. Predict which catalyst facilitates the given reaction. (1) Reactant: [NH2:1][C:2]1[N:7]=[C:6]([NH:8][C:9](=[O:19])[C:10]2[C:15]([F:16])=[CH:14][C:13]([F:17])=[CH:12][C:11]=2[F:18])[CH:5]=[CH:4][CH:3]=1.[CH3:20][N:21]1[CH2:26][CH2:25][C:24](=O)[CH2:23][CH2:22]1.C(O)(=O)C.C(O[BH-](OC(=O)C)OC(=O)C)(=O)C.[Na+].CN1CCCCC1=O.C(N)(=O)C1C=CC=CC=1.C(Cl)[Cl:64]. Product: [NH3:1].[CH3:9][OH:19].[ClH:64].[ClH:64].[F:16][C:15]1[CH:14]=[C:13]([F:17])[CH:12]=[C:11]([F:18])[C:10]=1[C:9]([NH:8][C:6]1[CH:5]=[CH:4][CH:3]=[C:2]([NH:1][CH:24]2[CH2:25][CH2:26][N:21]([CH3:20])[CH2:22][CH2:23]2)[N:7]=1)=[O:19]. The catalyst class is: 26. (2) Reactant: [CH2:1]1[C:6]2([CH2:11][CH2:10][CH2:9][CH2:8][CH2:7]2)[CH2:5][CH2:4][CH:3]([OH:12])[CH2:2]1.O[C:14]1[CH:15]=[C:16]2[C:21](=[CH:22][CH:23]=1)[CH:20]=[C:19]([C@:24]1([CH3:30])[CH2:28][O:27][C:26](=[O:29])[NH:25]1)[CH:18]=[CH:17]2.C1(P(C2C=CC=CC=2)C2C=CC=CC=2)C=CC=CC=1.O1CCCC1.N(C(OC(C)C)=O)=NC(OC(C)C)=O. Product: [CH3:30][C@@:24]1([C:19]2[CH:18]=[CH:17][C:16]3[C:21](=[CH:22][CH:23]=[C:14]([O:12][CH:3]4[CH2:2][CH2:1][C:6]5([CH2:7][CH2:8][CH2:9][CH2:10][CH2:11]5)[CH2:5][CH2:4]4)[CH:15]=3)[CH:20]=2)[CH2:28][O:27][C:26](=[O:29])[NH:25]1. The catalyst class is: 2. (3) Reactant: C(OC([NH:8][C:9](=[NH:44])[NH:10][C:11](=[O:43])[CH2:12][CH2:13][C@H:14]([NH:22][C:23]([C:25]1[S:26][C:27]([CH:30]([C:37]2[CH:42]=[CH:41][CH:40]=[CH:39][CH:38]=2)[C:31]2[CH:36]=[CH:35][CH:34]=[CH:33][CH:32]=2)=[CH:28][CH:29]=1)=[O:24])[C:15]([O:17]C(C)(C)C)=[O:16])=O)(C)(C)C.[C:45]([OH:51])([C:47]([F:50])([F:49])[F:48])=[O:46].C([SiH](CC)CC)C. Product: [NH:10]([C:11](=[O:43])[CH2:12][CH2:13][C@H:14]([NH:22][C:23]([C:25]1[S:26][C:27]([CH:30]([C:37]2[CH:38]=[CH:39][CH:40]=[CH:41][CH:42]=2)[C:31]2[CH:32]=[CH:33][CH:34]=[CH:35][CH:36]=2)=[CH:28][CH:29]=1)=[O:24])[C:15]([OH:17])=[O:16])[C:9]([NH2:44])=[NH:8].[C:45]([OH:51])([C:47]([F:50])([F:49])[F:48])=[O:46]. The catalyst class is: 6. (4) Reactant: [CH3:1][C:2]1[CH:10]=[CH:9][CH:8]=[C:7]([CH:11]=[CH2:12])[C:3]=1[C:4](O)=[O:5].S(Cl)([Cl:15])=O. Product: [CH3:1][C:2]1[CH:10]=[CH:9][CH:8]=[C:7]([CH:11]=[CH2:12])[C:3]=1[C:4]([Cl:15])=[O:5]. The catalyst class is: 11.